From a dataset of Catalyst prediction with 721,799 reactions and 888 catalyst types from USPTO. Predict which catalyst facilitates the given reaction. (1) Reactant: Br[C:2]1[CH:3]=[C:4]([CH:28]=[CH:29][CH:30]=1)[CH2:5][C@@H:6]([C:25]([OH:27])=[O:26])[NH:7][C:8]([C@H:10]1[CH2:15][CH2:14][C@H:13]([CH2:16][NH:17][C:18]([O:20][C:21]([CH3:24])([CH3:23])[CH3:22])=[O:19])[CH2:12][CH2:11]1)=[O:9].[CH3:31][N:32]([CH3:52])[CH2:33][CH2:34][CH2:35][O:36][C:37]1[CH:42]=[CH:41][C:40](B2OC(C)(C)C(C)(C)O2)=[CH:39][N:38]=1.C(=O)([O-])[O-].[Na+].[Na+].O. Product: [C:21]([O:20][C:18]([NH:17][CH2:16][C@H:13]1[CH2:14][CH2:15][C@H:10]([C:8]([NH:7][C@H:6]([C:25]([OH:27])=[O:26])[CH2:5][C:4]2[CH:28]=[CH:29][CH:30]=[C:2]([C:40]3[CH:39]=[N:38][C:37]([O:36][CH2:35][CH2:34][CH2:33][N:32]([CH3:31])[CH3:52])=[CH:42][CH:41]=3)[CH:3]=2)=[O:9])[CH2:11][CH2:12]1)=[O:19])([CH3:24])([CH3:23])[CH3:22]. The catalyst class is: 427. (2) Reactant: [NH2:1][CH:2]1[C:10]2[C:5](=[CH:6][CH:7]=[CH:8][CH:9]=2)[CH2:4][CH2:3]1.[CH2:11](Cl)[C:12]#[CH:13].C(=O)([O-])[O-].[K+].[K+]. Product: [CH:11]#[C:12][CH2:13][NH:1][C@H:2]1[C:10]2[CH:9]=[CH:8][CH:7]=[CH:6][C:5]=2[CH2:4][CH2:3]1. The catalyst class is: 10. (3) Product: [CH2:8]([C:9]1[N:11]=[C:13]([Cl:12])[S:16][N:10]=1)[C:2]1[CH:7]=[CH:6][CH:5]=[CH:4][CH:3]=1. Reactant: Cl.[C:2]1([CH2:8][C:9]([NH2:11])=[NH:10])[CH:7]=[CH:6][CH:5]=[CH:4][CH:3]=1.[Cl:12][C:13]([SH:16])(Cl)Cl.[OH-].[Na+]. The catalyst class is: 46.